The task is: Predict the reactants needed to synthesize the given product.. This data is from Full USPTO retrosynthesis dataset with 1.9M reactions from patents (1976-2016). (1) Given the product [F:1][C:2]1[CH:3]=[C:4]2[C:9](=[CH:10][C:11]=1[NH:35][CH2:34][CH2:33][N:30]1[CH2:31][CH2:32][O:27][CH2:28][CH2:29]1)[N:8]([CH2:13][C:14]1[CH:19]=[CH:18][C:17]([C:20]([F:22])([F:21])[F:23])=[CH:16][CH:15]=1)[CH:7]=[C:6]([C:24]#[N:25])[C:5]2=[O:26], predict the reactants needed to synthesize it. The reactants are: [F:1][C:2]1[CH:3]=[C:4]2[C:9](=[CH:10][C:11]=1F)[N:8]([CH2:13][C:14]1[CH:19]=[CH:18][C:17]([C:20]([F:23])([F:22])[F:21])=[CH:16][CH:15]=1)[CH:7]=[C:6]([C:24]#[N:25])[C:5]2=[O:26].[O:27]1[CH2:32][CH2:31][N:30]([CH2:33][CH2:34][NH2:35])[CH2:29][CH2:28]1. (2) Given the product [N+:11](=[C:24]([C:23](=[O:30])[CH2:22][C:19]1[CH:18]=[CH:17][C:16]([O:15][CH3:14])=[CH:21][CH:20]=1)[C:25]([O:27][CH2:28][CH3:29])=[O:26])=[N-:12], predict the reactants needed to synthesize it. The reactants are: S([N:11]=[N+:12]=[N-])(C1C=CC(C)=CC=1)(=O)=O.[CH3:14][O:15][C:16]1[CH:21]=[CH:20][C:19]([CH2:22][C:23](=[O:30])[CH2:24][C:25]([O:27][CH2:28][CH3:29])=[O:26])=[CH:18][CH:17]=1.C(N(CC)CC)C. (3) Given the product [F:1][C:2]1[CH:3]=[CH:4][C:5]([CH2:8][C:9]2[CH:18]=[C:17]3[C:12]([C:13]([OH:26])=[C:14]([C:21]([NH:35][CH:36]4[CH2:41][CH2:40][CH2:39][CH2:38][CH:37]4[OH:42])=[O:22])[C:15](=[O:20])[N:16]3[CH3:19])=[N:11][CH:10]=2)=[CH:6][CH:7]=1, predict the reactants needed to synthesize it. The reactants are: [F:1][C:2]1[CH:7]=[CH:6][C:5]([CH2:8][C:9]2[CH:18]=[C:17]3[C:12]([C:13]([OH:26])=[C:14]([C:21](OCC)=[O:22])[C:15](=[O:20])[N:16]3[CH3:19])=[N:11][CH:10]=2)=[CH:4][CH:3]=1.C(N(CC)CC)C.Cl.[NH2:35][CH:36]1[CH2:41][CH2:40][CH2:39][CH2:38][CH:37]1[OH:42].